Dataset: Forward reaction prediction with 1.9M reactions from USPTO patents (1976-2016). Task: Predict the product of the given reaction. (1) Given the reactants Br[C:2]1[N:3]=[C:4]([CH:7]([O:20][Si:21]([C:24]([CH3:27])([CH3:26])[CH3:25])([CH3:23])[CH3:22])[CH2:8][CH2:9][CH2:10][CH2:11][CH2:12][CH2:13][C:14]2[CH:19]=[CH:18][CH:17]=[CH:16][CH:15]=2)[O:5][CH:6]=1.C([Sn](CCCC)(CCCC)[C:33]1[CH:38]=[CH:37][N:36]=[CH:35][CH:34]=1)CCC, predict the reaction product. The product is: [Si:21]([O:20][CH:7]([C:4]1[O:5][CH:6]=[C:2]([C:33]2[CH:38]=[CH:37][N:36]=[CH:35][CH:34]=2)[N:3]=1)[CH2:8][CH2:9][CH2:10][CH2:11][CH2:12][CH2:13][C:14]1[CH:19]=[CH:18][CH:17]=[CH:16][CH:15]=1)([C:24]([CH3:27])([CH3:26])[CH3:25])([CH3:23])[CH3:22]. (2) Given the reactants Cl[C:2]1[N:7]=[C:6]([NH:8][CH3:9])[N:5]=[C:4]([N:10]2[C@H:15]([CH3:16])[CH2:14][CH2:13][C@H:12]([C:17]([NH:19][CH:20]3[CH2:25][CH2:24][CH2:23][CH2:22][CH2:21]3)=[O:18])[CH2:11]2)[CH:3]=1.[CH3:26][C:27]1[C:35]2[C:30](=[CH:31][C:32](B3OC(C)(C)C(C)(C)O3)=[CH:33][CH:34]=2)[NH:29][N:28]=1.C1(P(C2CCCCC2)C2CCCCC2)CCCCC1.[O-]P([O-])([O-])=O.[K+].[K+].[K+], predict the reaction product. The product is: [CH:20]1([NH:19][C:17]([C@H:12]2[CH2:13][CH2:14][C@@H:15]([CH3:16])[N:10]([C:4]3[CH:3]=[C:2]([C:32]4[CH:31]=[C:30]5[C:35]([C:27]([CH3:26])=[N:28][NH:29]5)=[CH:34][CH:33]=4)[N:7]=[C:6]([NH:8][CH3:9])[N:5]=3)[CH2:11]2)=[O:18])[CH2:25][CH2:24][CH2:23][CH2:22][CH2:21]1. (3) Given the reactants [CH2:1](Br)[C:2]1[CH:7]=[CH:6][CH:5]=[CH:4][CH:3]=1.C(=O)([O-])[O-].[K+].[K+].[OH:15][C:16]1[CH:23]=[C:22]([O:24][CH3:25])[CH:21]=[CH:20][C:17]=1[CH:18]=[O:19], predict the reaction product. The product is: [CH2:1]([O:15][C:16]1[CH:23]=[C:22]([O:24][CH3:25])[CH:21]=[CH:20][C:17]=1[CH:18]=[O:19])[C:2]1[CH:7]=[CH:6][CH:5]=[CH:4][CH:3]=1. (4) The product is: [OH:8][C@H:7]1[C@H:6]([OH:9])[C@@H:5]([OH:10])[CH2:4][CH2:3][C:2]1=[O:1]. Given the reactants [OH:1][C@@H:2]1[C@@H:7]([OH:8])[C@H:6]([OH:9])[C:5](=[O:10])[CH:4]=[CH:3]1.O, predict the reaction product. (5) Given the reactants [C:1]1([C:7]2[S:11][C:10]([NH2:12])=[N:9][N:8]=2)[CH:6]=[CH:5][CH:4]=[CH:3][CH:2]=1.C([O-])([O-])=O.[K+].[K+].[Cl:19][CH2:20][C:21](Cl)=[O:22], predict the reaction product. The product is: [Cl:19][CH2:20][C:21]([NH:12][C:10]1[S:11][C:7]([C:1]2[CH:2]=[CH:3][CH:4]=[CH:5][CH:6]=2)=[N:8][N:9]=1)=[O:22]. (6) Given the reactants Br[C:2]1[CH:7]=[CH:6][CH:5]=[C:4]([CH:8]([CH:10]2[CH2:12][CH2:11]2)[CH3:9])[C:3]=1[O:13]CC(C)=C.[Li+].[CH3:19][CH2:20][CH2:21][CH2-:22], predict the reaction product. The product is: [CH:10]1([CH:8]([C:4]2[CH:5]=[CH:6][CH:7]=[C:2]([C:20]3([CH3:19])[CH2:22][CH2:21]3)[C:3]=2[OH:13])[CH3:9])[CH2:11][CH2:12]1. (7) Given the reactants BrC(Br)C.C[Si](Cl)(C)C.[C:10]([O:14][C:15]([NH:17][C@@H:18]([CH2:28]I)[C:19]([O:21][CH:22]1[CH2:27][CH2:26][CH2:25][CH2:24][CH2:23]1)=[O:20])=[O:16])([CH3:13])([CH3:12])[CH3:11].Br[C:31]1[CH:32]=[CH:33][C:34]([N:37]2[C:42](=[O:43])[C:41]3[CH:44]=[CH:45][N:46]=[CH:47][C:40]=3[N:39]([CH3:48])[C:38]2=[O:49])=[N:35][CH:36]=1, predict the reaction product. The product is: [C:10]([O:14][C:15]([NH:17][C@@H:18]([CH2:28][C:31]1[CH:36]=[N:35][C:34]([N:37]2[C:42](=[O:43])[C:41]3[CH:44]=[CH:45][N:46]=[CH:47][C:40]=3[N:39]([CH3:48])[C:38]2=[O:49])=[CH:33][CH:32]=1)[C:19]([O:21][CH:22]1[CH2:27][CH2:26][CH2:25][CH2:24][CH2:23]1)=[O:20])=[O:16])([CH3:13])([CH3:12])[CH3:11].